This data is from Forward reaction prediction with 1.9M reactions from USPTO patents (1976-2016). The task is: Predict the product of the given reaction. (1) Given the reactants [Cl:1][C:2]1[N:7]=[C:6]([C:8]#[N:9])[C:5]([N+:10]([O-])=O)=[CH:4][CH:3]=1.C[OH:14], predict the reaction product. The product is: [NH2:10][C:5]1[C:6]([C:8]([NH2:9])=[O:14])=[N:7][C:2]([Cl:1])=[CH:3][CH:4]=1. (2) Given the reactants ClCCl.Br[C:5]1[CH:13]=[CH:12][CH:11]=[C:10]2[C:6]=1[CH2:7][N:8]([CH2:15][CH2:16][C:17]1[CH:26]=[CH:25][C:24]3[C:19](=[CH:20][CH:21]=[CH:22][CH:23]=3)[N:18]=1)[C:9]2=[O:14].[NH:27]1[CH:31]=[CH:30][C:29](B(O)O)=[N:28]1.C([O-])([O-])=O.[Cs+].[Cs+], predict the reaction product. The product is: [NH:27]1[CH:31]=[CH:30][C:29]([C:5]2[CH:13]=[CH:12][CH:11]=[C:10]3[C:6]=2[CH2:7][N:8]([CH2:15][CH2:16][C:17]2[CH:26]=[CH:25][C:24]4[C:19](=[CH:20][CH:21]=[CH:22][CH:23]=4)[N:18]=2)[C:9]3=[O:14])=[N:28]1. (3) Given the reactants C([O:3][C:4]([CH:6]1[CH2:11][CH2:10][N:9]([CH2:12][C:13]2[CH:18]=[CH:17][C:16]([CH3:19])=[CH:15][CH:14]=2)[CH:8]([S:20]([C:23]2[CH:28]=[CH:27][C:26]([O:29][CH2:30][C:31]3[CH:36]=[CH:35][C:34]([Cl:37])=[CH:33][CH:32]=3)=[CH:25][CH:24]=2)(=[O:22])=[O:21])[CH2:7]1)=[O:5])C.CO.[OH-].[Na+], predict the reaction product. The product is: [Cl:37][C:34]1[CH:33]=[CH:32][C:31]([CH2:30][O:29][C:26]2[CH:25]=[CH:24][C:23]([S:20]([CH:8]3[CH2:7][CH:6]([C:4]([OH:5])=[O:3])[CH2:11][CH2:10][N:9]3[CH2:12][C:13]3[CH:14]=[CH:15][C:16]([CH3:19])=[CH:17][CH:18]=3)(=[O:22])=[O:21])=[CH:28][CH:27]=2)=[CH:36][CH:35]=1. (4) Given the reactants Br[C:2]1[C:10]2[C:9]([NH:11][CH:12]3[CH2:17][CH2:16][CH:15]([N:18]([CH3:20])[CH3:19])[CH2:14][CH2:13]3)=[N:8][CH:7]=[N:6][C:5]=2[S:4][C:3]=1[CH2:21][CH3:22].B(O)O.C1C=CC(P(C2C=CC=CC=2)C2C=CC=CC=2)=CC=1.[C:45](=[O:48])([O-])[O-].[Na+].[Na+].[C:51]1([CH3:57])[CH:56]=[CH:55][CH:54]=[CH:53][CH:52]=1.O, predict the reaction product. The product is: [O:48]1[C:45]2[CH:56]=[CH:55][CH:54]=[CH:53][C:52]=2[CH:51]=[C:57]1[C:2]1[C:10]2[C:9]([NH:11][CH:12]3[CH2:17][CH2:16][CH:15]([N:18]([CH3:20])[CH3:19])[CH2:14][CH2:13]3)=[N:8][CH:7]=[N:6][C:5]=2[S:4][C:3]=1[CH2:21][CH3:22]. (5) Given the reactants [F:1][C:2]1[CH:11]=[CH:10][CH:9]=[C:8]2[C:3]=1[CH:4]=[CH:5][C:6]([N:12]1[CH2:17][CH2:16][N:15](C(=O)C(F)(F)F)[C@H:14]([CH3:24])[CH2:13]1)=[CH:7]2.[BH4-].[Na+], predict the reaction product. The product is: [F:1][C:2]1[CH:11]=[CH:10][CH:9]=[C:8]2[C:3]=1[CH:4]=[CH:5][C:6]([N:12]1[CH2:17][CH2:16][NH:15][C@H:14]([CH3:24])[CH2:13]1)=[CH:7]2. (6) Given the reactants [NH:1]1[CH:5]=[C:4](B(O)O)[CH:3]=[N:2]1.Br[C:10]1[N:15]2[N:16]=[CH:17][N:18]=[C:14]2[C:13]([NH:19][C:20]2[CH:36]=[CH:35][C:23]([C:24]([NH:26][CH2:27][C:28]3[CH:29]=[N:30][C:31]([CH3:34])=[CH:32][CH:33]=3)=[O:25])=[C:22]([OH:37])[CH:21]=2)=[N:12][CH:11]=1.[C:38]([O-])([O-])=O.[K+].[K+].S(O)(C)(=O)=O.CO, predict the reaction product. The product is: [CH3:38][O:37][C:22]1[CH:21]=[C:20]([NH:19][C:13]2[C:14]3[N:15]([N:16]=[CH:17][N:18]=3)[C:10]([C:4]3[CH:3]=[N:2][NH:1][CH:5]=3)=[CH:11][N:12]=2)[CH:36]=[CH:35][C:23]=1[C:24]([NH:26][CH2:27][C:28]1[CH:29]=[N:30][C:31]([CH3:34])=[CH:32][CH:33]=1)=[O:25]. (7) Given the reactants [N+:1]([C:4]1[CH:12]=[CH:11][C:10]2[C:6](=[CH:7][N:8]([CH2:13][CH:14]([OH:16])[CH3:15])[N:9]=2)[CH:5]=1)([O-])=O.[N+](C1C=CC2C(=CN(CCNS(C)(=O)=O)N=2)C=1)([O-])=O, predict the reaction product. The product is: [NH2:1][C:4]1[CH:12]=[CH:11][C:10]2[C:6](=[CH:7][N:8]([CH2:13][CH:14]([OH:16])[CH3:15])[N:9]=2)[CH:5]=1.